The task is: Predict the product of the given reaction.. This data is from Forward reaction prediction with 1.9M reactions from USPTO patents (1976-2016). (1) Given the reactants Cl[C:2]1[N:3]=[C:4]([N:22]2[CH2:27][CH2:26][O:25][CH2:24][CH2:23]2)[C:5]2[S:10][C:9]([CH2:11][N:12]3[CH2:17][CH2:16][N:15]([S:18]([CH3:21])(=[O:20])=[O:19])[CH2:14][CH2:13]3)=[CH:8][C:6]=2[N:7]=1.[CH3:28][O:29][C:30]1[N:35]=[C:34]([O:36][CH3:37])[C:33](B2OC(C)(C)C(C)(C)O2)=[CH:32][N:31]=1, predict the reaction product. The product is: [CH3:28][O:29][C:30]1[N:35]=[C:34]([O:36][CH3:37])[C:33]([C:2]2[N:3]=[C:4]([N:22]3[CH2:27][CH2:26][O:25][CH2:24][CH2:23]3)[C:5]3[S:10][C:9]([CH2:11][N:12]4[CH2:17][CH2:16][N:15]([S:18]([CH3:21])(=[O:20])=[O:19])[CH2:14][CH2:13]4)=[CH:8][C:6]=3[N:7]=2)=[CH:32][N:31]=1. (2) Given the reactants [CH3:1][O:2][CH:3]1[CH2:8][CH2:7][N:6]([CH2:9][CH2:10][NH2:11])[CH2:5][CH2:4]1.Cl[C:13]1[N:14]=[N+:15]([O-:26])[C:16]2[CH:25]=[C:24]3[C:20]([CH2:21][CH2:22][CH2:23]3)=[CH:19][C:17]=2[N:18]=1.CCN(CC)CC, predict the reaction product. The product is: [CH3:1][O:2][CH:3]1[CH2:8][CH2:7][N:6]([CH2:9][CH2:10][NH:11][C:13]2[N:14]=[N+:15]([O-:26])[C:16]3[CH:25]=[C:24]4[C:20]([CH2:21][CH2:22][CH2:23]4)=[CH:19][C:17]=3[N:18]=2)[CH2:5][CH2:4]1. (3) The product is: [Cl:18][C:13]1[CH:14]=[CH:15][CH:16]=[CH:17][C:12]=1[CH2:11][N:8]1[C:6]2[N:7]=[C:2]([N:20]3[CH2:25][CH2:24][CH2:23][CH2:22][CH2:21]3)[N:3]=[C:4]([N:20]3[CH2:25][CH2:24][CH2:23][CH2:22][CH2:21]3)[C:5]=2[N:10]=[N:9]1. Given the reactants Cl[C:2]1[N:3]=[C:4](Cl)[C:5]2[N:10]=[N:9][N:8]([CH2:11][C:12]3[CH:17]=[CH:16][CH:15]=[CH:14][C:13]=3[Cl:18])[C:6]=2[N:7]=1.[NH:20]1[CH2:25][CH2:24][CH2:23][CH2:22][CH2:21]1, predict the reaction product. (4) Given the reactants CO.[ClH:3].Cl.Cl.[OH:6][C:7]1[CH:31]=[CH:30][C:10]([CH2:11][NH:12][C:13]([NH:15][C:16]([NH:18][CH2:19][CH2:20][CH2:21][CH2:22][CH2:23][CH2:24][CH2:25][CH2:26][CH2:27][CH2:28][CH3:29])=[NH:17])=[NH:14])=[CH:9][CH:8]=1.[CH3:32][C:33]([CH3:35])=O, predict the reaction product. The product is: [ClH:3].[CH2:19]([NH:18][C:16]1[NH:15][C:13]([NH:12][CH2:11][C:10]2[CH:9]=[CH:8][C:7]([OH:6])=[CH:31][CH:30]=2)=[N:14][C:33]([CH3:35])([CH3:32])[N:17]=1)[CH2:20][CH2:21][CH2:22][CH2:23][CH2:24][CH2:25][CH2:26][CH2:27][CH2:28][CH3:29]. (5) The product is: [CH:16]([C:20]1[C:21]([NH:29][CH2:30][C:31]([F:34])([F:32])[F:33])=[N:22][C:23]([S:27]([CH3:28])(=[O:9])=[O:35])=[N:24][C:25]=1[Cl:26])([CH2:18][CH3:19])[CH3:17]. Given the reactants ClC1C=CC=C(C(OO)=[O:9])C=1.C(Cl)(Cl)Cl.[CH:16]([C:20]1[C:21]([NH:29][CH2:30][C:31]([F:34])([F:33])[F:32])=[N:22][C:23]([S:27][CH3:28])=[N:24][C:25]=1[Cl:26])([CH2:18][CH3:19])[CH3:17].[OH2:35], predict the reaction product.